Task: Regression. Given a peptide amino acid sequence and an MHC pseudo amino acid sequence, predict their binding affinity value. This is MHC class I binding data.. Dataset: Peptide-MHC class I binding affinity with 185,985 pairs from IEDB/IMGT (1) The MHC is HLA-A26:01 with pseudo-sequence HLA-A26:01. The peptide sequence is FTGEYLLRL. The binding affinity (normalized) is 0.0847. (2) The peptide sequence is VYHITVSQI. The MHC is HLA-A24:02 with pseudo-sequence HLA-A24:02. The binding affinity (normalized) is 0.697. (3) The peptide sequence is DDVSREKSM. The MHC is HLA-B44:02 with pseudo-sequence HLA-B44:02. The binding affinity (normalized) is 0. (4) The peptide sequence is DDVPMEQPR. The MHC is H-2-Kd with pseudo-sequence H-2-Kd. The binding affinity (normalized) is 0.0387. (5) The peptide sequence is RQGKTPLTL. The MHC is HLA-B35:01 with pseudo-sequence HLA-B35:01. The binding affinity (normalized) is 0.0847. (6) The peptide sequence is ETRAETWMSS. The MHC is HLA-A32:01 with pseudo-sequence HLA-A32:01. The binding affinity (normalized) is 0.00529. (7) The peptide sequence is RVRAYTYSK. The MHC is HLA-A24:03 with pseudo-sequence HLA-A24:03. The binding affinity (normalized) is 0.213. (8) The peptide sequence is ITEMGRLPTF. The MHC is HLA-A01:01 with pseudo-sequence HLA-A01:01. The binding affinity (normalized) is 0.0967.